Predict hERG channel inhibition at various concentrations. From a dataset of hERG Central: cardiac toxicity at 1µM, 10µM, and general inhibition. (1) The drug is CCCn1ncc(CN2CCC(Cc3cccc(F)c3)(C(=O)OCC)CC2)c1C. Results: hERG_inhib (hERG inhibition (general)): blocker. (2) The molecule is C=CCNC(=O)/C(=C\c1ccc(Br)cc1)NC(=O)c1ccccc1OC. Results: hERG_inhib (hERG inhibition (general)): blocker. (3) The molecule is CN(C(=O)c1ccccc1C(=O)OCC(=O)Nc1ccc(OC(F)F)cc1)c1ccccc1. Results: hERG_inhib (hERG inhibition (general)): blocker. (4) The compound is O=C(N/N=C/c1cccc(Br)c1)c1ccc(N2CCCC2=O)cc1. Results: hERG_inhib (hERG inhibition (general)): blocker. (5) The compound is O=C(CN1CCN(Cc2ccc(Cl)cc2)CC1)N1CCc2ccccc21. Results: hERG_inhib (hERG inhibition (general)): blocker. (6) Results: hERG_inhib (hERG inhibition (general)): blocker. The compound is COc1ccccc1N1CCN(Cc2ccc(SC)cc2)CC1.O=C(O)C(=O)O.